From a dataset of Reaction yield outcomes from USPTO patents with 853,638 reactions. Predict the reaction yield, written as a fraction of the theoretical maximum amount of product (1.0 means a 100% yield; for example, 0.34 means a 34% yield). (1) The reactants are C1C(=O)N([Br:8])C(=O)C1.[Cl:9][C:10]1[N:15]2[N:16]=[CH:17][CH:18]=[C:14]2[N:13]=[C:12]([CH3:19])[C:11]=1[CH:20]([CH3:22])[CH3:21]. The catalyst is CC#N.C(Cl)Cl. The product is [Br:8][C:18]1[CH:17]=[N:16][N:15]2[C:10]([Cl:9])=[C:11]([CH:20]([CH3:22])[CH3:21])[C:12]([CH3:19])=[N:13][C:14]=12. The yield is 0.820. (2) The reactants are C(N(C(C)C)CC)(C)C.[Cl:10][C:11]1[N:16]=[C:15](Cl)[C:14]2[CH2:18][CH2:19][CH2:20][C:13]=2[N:12]=1.[CH3:21][O:22][C:23]([C:25]1([C:29]2[CH:34]=[CH:33][C:32]([NH2:35])=[CH:31][CH:30]=2)[CH2:28][CH2:27][CH2:26]1)=[O:24]. The catalyst is C(O)C. The product is [CH3:21][O:22][C:23]([C:25]1([C:29]2[CH:30]=[CH:31][C:32]([NH:35][C:15]3[C:14]4[CH2:18][CH2:19][CH2:20][C:13]=4[N:12]=[C:11]([Cl:10])[N:16]=3)=[CH:33][CH:34]=2)[CH2:26][CH2:27][CH2:28]1)=[O:24]. The yield is 0.620.